Task: Predict the reaction yield, written as a fraction of the theoretical maximum amount of product (1.0 means a 100% yield; for example, 0.34 means a 34% yield).. Dataset: Reaction yield outcomes from USPTO patents with 853,638 reactions (1) The product is [C:1]([C:3]1[CH:4]=[C:5]([N:19]2[C:23]3=[N:24][CH:25]=[CH:26][CH:27]=[C:22]3[C:21]([C:28]([NH2:32])=[O:30])=[N:20]2)[CH:6]=[C:7]([C:9]#[C:10][C@:11]2([OH:18])[CH2:15][CH2:14][N:13]([CH3:16])[C:12]2=[O:17])[CH:8]=1)#[N:2]. The yield is 0.330. The reactants are [C:1]([C:3]1[CH:4]=[C:5]([N:19]2[C:23]3=[N:24][CH:25]=[CH:26][CH:27]=[C:22]3[C:21]([C:28]([O:30]C)=O)=[N:20]2)[CH:6]=[C:7]([C:9]#[C:10][C@:11]2([OH:18])[CH2:15][CH2:14][N:13]([CH3:16])[C:12]2=[O:17])[CH:8]=1)#[N:2].[NH3:32]. The catalyst is CO. (2) The reactants are [O:1]([C:8]1[CH:9]=[C:10]([NH:14][CH2:15][C:16]2[CH:21]=[CH:20][C:19]([N:22]([CH2:25][CH3:26])[CH2:23][CH3:24])=[CH:18][CH:17]=2)[CH:11]=[CH:12][CH:13]=1)[C:2]1[CH:7]=[CH:6][CH:5]=[CH:4][CH:3]=1.[F:27][C:28]([F:33])([F:32])[CH:29]1[O:31][CH2:30]1.FC(F)(F)S([O-])(=O)=O.[Yb+3].FC(F)(F)S([O-])(=O)=O.FC(F)(F)S([O-])(=O)=O. The catalyst is C(#N)C. The product is [O:1]([C:8]1[CH:9]=[C:10]([N:14]([CH2:15][C:16]2[CH:17]=[CH:18][C:19]([N:22]([CH2:25][CH3:26])[CH2:23][CH3:24])=[CH:20][CH:21]=2)[CH2:30][CH:29]([OH:31])[C:28]([F:33])([F:32])[F:27])[CH:11]=[CH:12][CH:13]=1)[C:2]1[CH:3]=[CH:4][CH:5]=[CH:6][CH:7]=1. The yield is 0.170. (3) The reactants are CS[C:3]1[CH:8]=[CH:7][CH:6]=[CH:5][C:4]=1[C:9]1[NH:13][CH:12]=[C:11]([CH:14]=[O:15])[CH:10]=1.Cl[C:17]1C=CC=C(C(OO)=O)C=1.[S:27]([O-:31])([O-])(=[O:29])=S.[Na+].[Na+]. The catalyst is C(OCC)(=O)C. The product is [CH3:17][S:27]([C:3]1[CH:8]=[CH:7][CH:6]=[CH:5][C:4]=1[C:9]1[NH:13][CH:12]=[C:11]([CH:14]=[O:15])[CH:10]=1)(=[O:31])=[O:29]. The yield is 0.780. (4) The yield is 0.820. The reactants are CO.[NH3:3].Cl[C:5]1[N:10]=[CH:9][N:8]=[C:7]([NH:11][C:12]2[CH:20]=[CH:19][CH:18]=[C:17]3[C:13]=2[CH:14]=[CH:15][NH:16]3)[CH:6]=1. The catalyst is O1CCCC1. The product is [NH2:3][C:5]1[N:10]=[CH:9][N:8]=[C:7]([NH:11][C:12]2[CH:20]=[CH:19][CH:18]=[C:17]3[C:13]=2[CH:14]=[CH:15][NH:16]3)[CH:6]=1.